From a dataset of Full USPTO retrosynthesis dataset with 1.9M reactions from patents (1976-2016). Predict the reactants needed to synthesize the given product. (1) Given the product [O:1]1[C:5]2[CH:6]=[CH:7][CH:8]=[CH:9][C:4]=2[N:3]=[C:2]1[NH:10][C@@H:11]([CH2:15][CH:16]1[CH2:21][CH2:20][CH2:19][CH2:18][CH2:17]1)[C:12]([NH:34][CH2:33][CH2:32][N:28]1[C:29]2[C:25](=[CH:24][C:23]([F:22])=[CH:31][CH:30]=2)[CH2:26][CH2:27]1)=[O:14], predict the reactants needed to synthesize it. The reactants are: [O:1]1[C:5]2[CH:6]=[CH:7][CH:8]=[CH:9][C:4]=2[N:3]=[C:2]1[NH:10][C@@H:11]([CH2:15][CH:16]1[CH2:21][CH2:20][CH2:19][CH2:18][CH2:17]1)[C:12]([OH:14])=O.[F:22][C:23]1[CH:24]=[C:25]2[C:29](=[CH:30][CH:31]=1)[N:28]([CH2:32][CH2:33][NH2:34])[CH2:27][CH2:26]2. (2) The reactants are: [N+:1]([C:4]1[CH:9]=[CH:8][C:7]([N:10]2[CH2:15][CH2:14][CH2:13][CH2:12][CH2:11]2)=[CH:6][C:5]=1[C:16]1[CH:17]=[C:18]([CH:23]=[CH:24][N:25]=1)[C:19]([O:21]C)=[O:20])([O-:3])=[O:2].O.[OH-].[Li+]. Given the product [N+:1]([C:4]1[CH:9]=[CH:8][C:7]([N:10]2[CH2:15][CH2:14][CH2:13][CH2:12][CH2:11]2)=[CH:6][C:5]=1[C:16]1[CH:17]=[C:18]([CH:23]=[CH:24][N:25]=1)[C:19]([OH:21])=[O:20])([O-:3])=[O:2], predict the reactants needed to synthesize it. (3) Given the product [Br:1][C:2]1[CH:7]=[CH:6][C:5]([O:8][CH:9]=[CH2:10])=[CH:4][CH:3]=1, predict the reactants needed to synthesize it. The reactants are: [Br:1][C:2]1[CH:7]=[CH:6][C:5]([OH:8])=[CH:4][CH:3]=1.[C:9]([O-])(=O)[CH3:10].[Na+].C(OC=C)(=O)C. (4) Given the product [O:1]1[C:10]2[C:5](=[CH:6][CH:7]=[CH:8][CH:9]=2)[CH:4]([CH2:11][CH2:12][OH:13])[CH2:3][CH2:2]1, predict the reactants needed to synthesize it. The reactants are: [O:1]1[C:10]2[C:5](=[CH:6][CH:7]=[CH:8][CH:9]=2)[CH:4]([CH2:11][C:12](OCC)=[O:13])[CH2:3][CH2:2]1.[H-].[Al+3].[Li+].[H-].[H-].[H-].[Cl-].[NH4+].C(OCC)(=O)C. (5) Given the product [NH2:1][C:4]1[C:5]2[NH:12][CH:11]=[C:10]([C@H:13]3[C@H:17]([OH:18])[C@H:16]([O:19][C:20](=[O:33])[C@@H:21]([NH:25][C:26]([O:28][C:29]([CH3:31])([CH3:30])[CH3:32])=[O:27])[CH:22]([CH3:24])[CH3:23])[C@@H:15]([CH2:34][O:35][C:36]([C:49]4[CH:54]=[CH:53][CH:52]=[CH:51][CH:50]=4)([C:43]4[CH:48]=[CH:47][CH:46]=[CH:45][CH:44]=4)[C:37]4[CH:38]=[CH:39][CH:40]=[CH:41][CH:42]=4)[N:14]3[C:55]([O:57][C:58]([CH3:59])([CH3:60])[CH3:61])=[O:56])[C:6]=2[N:7]=[CH:8][N:9]=1, predict the reactants needed to synthesize it. The reactants are: [N:1]([C:4]1[C:5]2[NH:12][CH:11]=[C:10]([C@H:13]3[C@H:17]([OH:18])[C@H:16]([O:19][C:20](=[O:33])[C@@H:21]([NH:25][C:26]([O:28][C:29]([CH3:32])([CH3:31])[CH3:30])=[O:27])[CH:22]([CH3:24])[CH3:23])[C@@H:15]([CH2:34][O:35][C:36]([C:49]4[CH:54]=[CH:53][CH:52]=[CH:51][CH:50]=4)([C:43]4[CH:48]=[CH:47][CH:46]=[CH:45][CH:44]=4)[C:37]4[CH:42]=[CH:41][CH:40]=[CH:39][CH:38]=4)[N:14]3[C:55]([O:57][C:58]([CH3:61])([CH3:60])[CH3:59])=[O:56])[C:6]=2[N:7]=[CH:8][N:9]=1)=[N+]=[N-].NC1C2NC=C([C@H]3[C@H](OC(=O)[C@@H](NC(OC(C)(C)C)=O)C(C)C)[C@H](O)[C@@H](COC(C4C=CC=CC=4)(C4C=CC=CC=4)C4C=CC=CC=4)N3C(OC(C)(C)C)=O)C=2N=CN=1.